From a dataset of TCR-epitope binding with 47,182 pairs between 192 epitopes and 23,139 TCRs. Binary Classification. Given a T-cell receptor sequence (or CDR3 region) and an epitope sequence, predict whether binding occurs between them. (1) The epitope is TEKSNIIRGW. The TCR CDR3 sequence is CSASGDGGTSTDTQYF. Result: 0 (the TCR does not bind to the epitope). (2) Result: 0 (the TCR does not bind to the epitope). The TCR CDR3 sequence is CASSQEEISNYGYTF. The epitope is TEKSNIIRGW. (3) The epitope is GTITVEELK. The TCR CDR3 sequence is CASSLTSGTAIYNEQFF. Result: 1 (the TCR binds to the epitope). (4) The epitope is YLNTLTLAV. The TCR CDR3 sequence is CASSLAGGMDTEAFF. Result: 0 (the TCR does not bind to the epitope). (5) The epitope is HPVGEADYFEY. The TCR CDR3 sequence is CAISDPGTLPNYGYTF. Result: 1 (the TCR binds to the epitope). (6) The epitope is FLYALALLL. The TCR CDR3 sequence is CSVDGPTGGYTF. Result: 0 (the TCR does not bind to the epitope). (7) The epitope is TPQDLNTML. The TCR CDR3 sequence is CASSLGAGLSYNEQFF. Result: 0 (the TCR does not bind to the epitope). (8) The epitope is KLNVGDYFV. The TCR CDR3 sequence is CASSQDRQGWNTGELFF. Result: 1 (the TCR binds to the epitope). (9) The epitope is NEGVKAAW. The TCR CDR3 sequence is CATRENAGFNEQFF. Result: 0 (the TCR does not bind to the epitope).